Dataset: Reaction yield outcomes from USPTO patents with 853,638 reactions. Task: Predict the reaction yield, written as a fraction of the theoretical maximum amount of product (1.0 means a 100% yield; for example, 0.34 means a 34% yield). (1) The reactants are [O:1]=[C:2]1[C:10]2[C:5](=[CH:6][C:7]([N+:11]([O-])=O)=[CH:8][CH:9]=2)[C:4](=[O:14])[N:3]1[CH:15]1[CH2:20][CH2:19][C:18](=[O:21])[NH:17][C:16]1=[O:22]. The catalyst is O1CCOCC1.[Pd]. The product is [O:1]=[C:2]1[C:10]2[C:5](=[CH:6][C:7]([NH2:11])=[CH:8][CH:9]=2)[C:4](=[O:14])[N:3]1[CH:15]1[CH2:20][CH2:19][C:18](=[O:21])[NH:17][C:16]1=[O:22]. The yield is 0.690. (2) The reactants are [CH3:1][NH2:2].[Br:3][C:4]1[C:9]([CH3:10])=[CH:8][C:7]([CH2:11]I)=[CH:6][C:5]=1[CH3:13]. The catalyst is CN(C=O)C. The product is [Br:3][C:4]1[C:9]([CH3:10])=[CH:8][C:7]([CH2:11][NH:2][CH3:1])=[CH:6][C:5]=1[CH3:13]. The yield is 1.00. (3) The reactants are [CH3:1][C:2]1[C:3]([C:8]([OH:10])=[O:9])=[N:4][CH:5]=[CH:6][N:7]=1.[CH3:11]O. The catalyst is S(=O)(=O)(O)O. The product is [CH3:1][C:2]1[C:3]([C:8]([O:10][CH3:11])=[O:9])=[N:4][CH:5]=[CH:6][N:7]=1. The yield is 0.830. (4) The reactants are [NH:1]1[C:9]2[C:4](=[CH:5][CH:6]=[CH:7][CH:8]=2)[CH2:3][C:2]1=[O:10].[CH3:11][C:12]1[CH:16]=[C:15]([CH3:17])[NH:14][C:13]=1[CH:18]=O. The catalyst is N1CCCCC1.C(O)C. The product is [CH3:18][C:13]1[NH:14][C:15]([CH:17]=[C:3]2[C:4]3[C:9](=[CH:8][CH:7]=[CH:6][CH:5]=3)[NH:1][C:2]2=[O:10])=[CH:16][C:12]=1[CH3:11]. The yield is 0.570. (5) The reactants are [F:1][C:2]([F:13])([F:12])[C:3]1[CH:8]=[CH:7][CH:6]=[CH:5][C:4]=1[CH2:9][C:10]#[N:11].Br[CH2:15][CH2:16]Cl.[OH-].[Na+]. The catalyst is [Cl-].C([N+](CC)(CC)CC1C=CC=CC=1)C.O. The product is [F:1][C:2]([F:12])([F:13])[C:3]1[CH:8]=[CH:7][CH:6]=[CH:5][C:4]=1[C:9]1([C:10]#[N:11])[CH2:16][CH2:15]1. The yield is 0.810. (6) The catalyst is C1(C)C=CC=CC=1.C1C=CC(/C=C/C(/C=C/C2C=CC=CC=2)=O)=CC=1.C1C=CC(/C=C/C(/C=C/C2C=CC=CC=2)=O)=CC=1.C1C=CC(/C=C/C(/C=C/C2C=CC=CC=2)=O)=CC=1.[Pd].[Pd]. The product is [ClH:1].[Cl:1][C:2]1[C:3]([NH:18][C:20]2[CH:25]=[CH:24][C:23]([CH2:26][C:27]#[N:28])=[CH:22][CH:21]=2)=[C:4]2[CH2:17][CH2:16][CH2:15][C:5]2=[N:6][C:7]=1[C:8]1[CH:13]=[CH:12][CH:11]=[C:10]([Cl:14])[CH:9]=1. The yield is 0.260. The reactants are [Cl:1][C:2]1[C:3]([NH2:18])=[C:4]2[CH2:17][CH2:16][CH2:15][C:5]2=[N:6][C:7]=1[C:8]1[CH:13]=[CH:12][CH:11]=[C:10]([Cl:14])[CH:9]=1.Br[C:20]1[CH:25]=[CH:24][C:23]([CH2:26][C:27]#[N:28])=[CH:22][CH:21]=1.CC(C1C=C(C(C)C)C(C2C=CC=CC=2P(C2CCCCC2)C2CCCCC2)=C(C(C)C)C=1)C.P([O-])([O-])([O-])=O.[K+].[K+].[K+]. (7) The reactants are Br[C:2]1[CH:11]=[CH:10][C:5]([C:6]([O:8][CH3:9])=[O:7])=[CH:4][C:3]=1[F:12].[CH3:13][N:14]1[CH:18]=[C:17](B2OC(C)(C)C(C)(C)O2)[CH:16]=[N:15]1.[O-]P([O-])([O-])=O.[K+].[K+].[K+]. The catalyst is O1CCOCC1.O. The product is [F:12][C:3]1[CH:4]=[C:5]([CH:10]=[CH:11][C:2]=1[C:17]1[CH:16]=[N:15][N:14]([CH3:13])[CH:18]=1)[C:6]([O:8][CH3:9])=[O:7]. The yield is 0.930.